From a dataset of Retrosynthesis with 50K atom-mapped reactions and 10 reaction types from USPTO. Predict the reactants needed to synthesize the given product. (1) The reactants are: CON(C)C(=O)C1CCN(C(=O)OC(C)(C)C)C1.Clc1ccc(Br)cc1Cl. Given the product CC(C)(C)OC(=O)N1CCC(C(=O)c2ccc(Cl)c(Cl)c2)C1, predict the reactants needed to synthesize it. (2) Given the product CCCn1c(=O)c2[nH]c(C34CCC(C=O)(CC3)CC4)nc2n(CCC)c1=O, predict the reactants needed to synthesize it. The reactants are: CCCn1c(=O)c2[nH]c(C34CCC(CO)(CC3)CC4)nc2n(CCC)c1=O. (3) Given the product Cc1[nH]c(C=C2C(=O)Nc3cccc(-c4cccc(C(F)(F)F)c4)c32)c(C)c1C(=O)N1CCN(C)CC1, predict the reactants needed to synthesize it. The reactants are: Cc1[nH]c(C=O)c(C)c1C(=O)N1CCN(C)CC1.O=C1Cc2c(cccc2-c2cccc(C(F)(F)F)c2)N1. (4) Given the product CCOC(=O)C1CN=C(Cc2cccc(OC(C)CC)c2)c2cc(OC)c(OC)cc21, predict the reactants needed to synthesize it. The reactants are: CCOC(=O)C(CNC(=O)Cc1cccc(OC(C)CC)c1)c1ccc(OC)c(OC)c1. (5) Given the product Cc1cc(-c2ccn(CCN3C(=O)c4ccccc4C3=O)n2)ccc1C#N, predict the reactants needed to synthesize it. The reactants are: Cc1cc(-c2cc[nH]n2)ccc1C#N.O=C1c2ccccc2C(=O)N1CCBr. (6) Given the product Cc1ccccc1CN1CCN(c2ccc3nnc(C(F)(F)F)n3n2)CC1, predict the reactants needed to synthesize it. The reactants are: Cc1ccccc1C=O.FC(F)(F)c1nnc2ccc(N3CCNCC3)nn12. (7) Given the product Cc1n[nH]cc1-c1cccc2c(=O)c(-c3ccc(C4(NC(=O)OC(C)(C)C)CCC4)cc3)c(-c3ccccc3)oc12, predict the reactants needed to synthesize it. The reactants are: CC(C)(C)OC(=O)NC1(c2ccc(-c3c(-c4ccccc4)oc4c(Br)cccc4c3=O)cc2)CCC1.Cc1n[nH]cc1B1OC(C)(C)C(C)(C)O1. (8) Given the product CCOC(=O)c1cc(C#N)c(N2CCC(C(=O)NS(=O)(=O)Cc3ccc(C(C)(C)C)cc3)CC2)nc1CN1CCCCC1=O, predict the reactants needed to synthesize it. The reactants are: CC(C)(C)c1ccc(CS(N)(=O)=O)cc1.CCOC(=O)c1cc(C#N)c(N2CCC(C(=O)O)CC2)nc1CN1CCCCC1=O. (9) Given the product Cc1cccc(C(=O)C(C)CN2CCCC2)c1C, predict the reactants needed to synthesize it. The reactants are: C1CCNC1.C=O.CCC(=O)c1cccc(C)c1C.